From a dataset of Aqueous solubility values for 9,982 compounds from the AqSolDB database. Regression/Classification. Given a drug SMILES string, predict its absorption, distribution, metabolism, or excretion properties. Task type varies by dataset: regression for continuous measurements (e.g., permeability, clearance, half-life) or binary classification for categorical outcomes (e.g., BBB penetration, CYP inhibition). For this dataset (solubility_aqsoldb), we predict Y. (1) The drug is COC1=C(OC)C2C(=O)OCC2C=C1. The Y is -1.90 log mol/L. (2) The compound is COc1cc2c(c3c1c(=O)c1ccccc1n3C)C=CC(C)(C)O2. The Y is -5.21 log mol/L. (3) The compound is Cc1ccc(NS(=O)(=O)c2ccc(N)cc2)c(Cl)c1. The Y is -4.32 log mol/L. (4) The molecule is COC(=O)/C=C\C(=O)OC. The Y is -0.267 log mol/L. (5) The compound is CCOP(=S)(OCC)SCS(=O)CC. The Y is -1.54 log mol/L.